This data is from Catalyst prediction with 721,799 reactions and 888 catalyst types from USPTO. The task is: Predict which catalyst facilitates the given reaction. (1) Reactant: [C:1]([N:4]([CH2:19][C:20]1[CH:25]=[CH:24][C:23]([Cl:26])=[CH:22][C:21]=1[Cl:27])[C:5]1[CH:14]=[C:13]([C:15]([O:17]C)=[O:16])[CH:12]=[CH:11][C:6]=1[C:7]([O:9]C)=[O:8])(=[O:3])[CH3:2].[OH-].[Na+].Cl. Product: [C:1]([N:4]([CH2:19][C:20]1[CH:25]=[CH:24][C:23]([Cl:26])=[CH:22][C:21]=1[Cl:27])[C:5]1[CH:14]=[C:13]([C:15]([OH:17])=[O:16])[CH:12]=[CH:11][C:6]=1[C:7]([OH:9])=[O:8])(=[O:3])[CH3:2]. The catalyst class is: 5. (2) Reactant: N(C(OC(C)C)=O)=NC(OC(C)C)=O.[OH:15][C@H:16]([CH2:27][C:28]1[CH:33]=[CH:32][CH:31]=[CH:30][CH:29]=1)[C:17]([O:19][CH2:20][C:21]1[CH:26]=[CH:25][CH:24]=[CH:23][CH:22]=1)=[O:18].C1(P(C2C=CC=CC=2)C2C=CC=CC=2)C=CC=CC=1.[CH:53]1([NH:59][C:60]2[CH:69]=[C:68]3[C:63]([C:64](=[O:77])[C:65](CO)=[CH:66][N:67]3[CH:70]3[CH2:74][CH2:73][CH2:72][CH2:71]3)=[CH:62][C:61]=2[F:78])[CH2:58][CH2:57][CH2:56][CH2:55][CH2:54]1. Product: [CH:53]1([NH:59][C:60]2[CH:69]=[C:68]3[C:63]([C:64](=[O:77])[C:65]([O:15][C@@H:16]([CH2:27][C:28]4[CH:33]=[CH:32][CH:31]=[CH:30][CH:29]=4)[C:17]([O:19][CH2:20][C:21]4[CH:26]=[CH:25][CH:24]=[CH:23][CH:22]=4)=[O:18])=[CH:66][N:67]3[CH:70]3[CH2:71][CH2:72][CH2:73][CH2:74]3)=[CH:62][C:61]=2[F:78])[CH2:58][CH2:57][CH2:56][CH2:55][CH2:54]1. The catalyst class is: 229. (3) Reactant: [C:1]1([C:7]2[N:8]=[C:9]([C:20]([O:22][CH2:23][CH3:24])=[O:21])N=N[C:12]=2[C:13]2[CH:18]=[CH:17][C:16]([CH3:19])=[CH:15][CH:14]=2)[CH:6]=[CH:5][CH:4]=[CH:3][CH:2]=1.[CH:25](N1CCCC1)=[CH2:26]. Product: [C:1]1([C:7]2[N:8]=[C:9]([C:20]([O:22][CH2:23][CH3:24])=[O:21])[CH:26]=[CH:25][C:12]=2[C:13]2[CH:18]=[CH:17][C:16]([CH3:19])=[CH:15][CH:14]=2)[CH:6]=[CH:5][CH:4]=[CH:3][CH:2]=1. The catalyst class is: 22. (4) Reactant: [CH3:1][O:2][C:3]1[CH:4]=[C:5]([CH:7]=[C:8]([O:10][CH3:11])[CH:9]=1)[NH2:6].Br[CH2:13][C:14]([C:16]1[CH:21]=[C:20]([OH:22])[CH:19]=[C:18]([OH:23])[CH:17]=1)=[O:15].[C:24](=[O:27])(O)[O-].[Na+]. Product: [OH:23][C:18]1[CH:17]=[C:16]([C:14](=[O:15])[CH2:13][N:6]2[C:5]3[C:4](=[C:3]([O:2][CH3:1])[CH:9]=[C:8]([O:10][CH3:11])[CH:7]=3)[C:14]([C:16]3[CH:21]=[C:20]([OH:22])[CH:19]=[C:24]([OH:27])[CH:17]=3)=[CH:13]2)[CH:21]=[C:20]([OH:22])[CH:19]=1. The catalyst class is: 8.